Dataset: NCI-60 drug combinations with 297,098 pairs across 59 cell lines. Task: Regression. Given two drug SMILES strings and cell line genomic features, predict the synergy score measuring deviation from expected non-interaction effect. (1) Drug 1: C1=CC(=C2C(=C1NCCNCCO)C(=O)C3=C(C=CC(=C3C2=O)O)O)NCCNCCO. Drug 2: C1CN(CCN1C(=O)CCBr)C(=O)CCBr. Cell line: HS 578T. Synergy scores: CSS=47.0, Synergy_ZIP=1.69, Synergy_Bliss=2.02, Synergy_Loewe=-5.30, Synergy_HSA=6.06. (2) Drug 1: CC12CCC3C(C1CCC2OP(=O)(O)O)CCC4=C3C=CC(=C4)OC(=O)N(CCCl)CCCl.[Na+]. Drug 2: N.N.Cl[Pt+2]Cl. Cell line: CAKI-1. Synergy scores: CSS=28.7, Synergy_ZIP=-10.3, Synergy_Bliss=-4.86, Synergy_Loewe=-27.4, Synergy_HSA=-3.34. (3) Drug 1: CS(=O)(=O)C1=CC(=C(C=C1)C(=O)NC2=CC(=C(C=C2)Cl)C3=CC=CC=N3)Cl. Drug 2: C1=C(C(=O)NC(=O)N1)N(CCCl)CCCl. Cell line: SF-268. Synergy scores: CSS=32.1, Synergy_ZIP=3.07, Synergy_Bliss=5.39, Synergy_Loewe=-5.85, Synergy_HSA=2.86. (4) Cell line: OVCAR3. Synergy scores: CSS=-0.658, Synergy_ZIP=1.46, Synergy_Bliss=2.11, Synergy_Loewe=-2.06, Synergy_HSA=-1.12. Drug 1: CN(C)C1=NC(=NC(=N1)N(C)C)N(C)C. Drug 2: CCC(=C(C1=CC=CC=C1)C2=CC=C(C=C2)OCCN(C)C)C3=CC=CC=C3.C(C(=O)O)C(CC(=O)O)(C(=O)O)O.